Dataset: Full USPTO retrosynthesis dataset with 1.9M reactions from patents (1976-2016). Task: Predict the reactants needed to synthesize the given product. Given the product [Cl:1][C:2]1[CH:7]=[CH:6][C:5]([S:8]([NH:19][C:18]2[CH:20]=[CH:21][C:22]([CH3:23])=[C:16]([CH3:15])[CH:17]=2)(=[O:10])=[O:9])=[CH:4][C:3]=1[N+:12]([O-:14])=[O:13], predict the reactants needed to synthesize it. The reactants are: [Cl:1][C:2]1[CH:7]=[CH:6][C:5]([S:8](Cl)(=[O:10])=[O:9])=[CH:4][C:3]=1[N+:12]([O-:14])=[O:13].[CH3:15][C:16]1[CH:17]=[C:18]([CH:20]=[CH:21][C:22]=1[CH3:23])[NH2:19].CN(C1C=CC=CN=1)C.